The task is: Predict the reactants needed to synthesize the given product.. This data is from Full USPTO retrosynthesis dataset with 1.9M reactions from patents (1976-2016). (1) The reactants are: [Cl:1][C:2]1[C:3]([O:9][C:10]2[CH:15]=[CH:14][C:13]([OH:16])=[CH:12][CH:11]=2)=[N:4][CH:5]=[C:6]([Cl:8])[CH:7]=1.[I-].[N:18]1([C:28](N2C=C[N+](C)=C2)=[O:29])[C:27]2[C:22](=[CH:23][CH:24]=[CH:25][CH:26]=2)[CH2:21][CH2:20][CH2:19]1. Given the product [Cl:1][C:2]1[C:3]([O:9][C:10]2[CH:15]=[CH:14][C:13]([O:16][C:28]([N:18]3[C:27]4[C:22](=[CH:23][CH:24]=[CH:25][CH:26]=4)[CH2:21][CH2:20][CH2:19]3)=[O:29])=[CH:12][CH:11]=2)=[N:4][CH:5]=[C:6]([Cl:8])[CH:7]=1, predict the reactants needed to synthesize it. (2) Given the product [OH:1][C:2]1[CH:3]=[CH:4][C:5]([S:8][CH2:9][CH2:10][CH2:11][C:12]([N:16]([CH3:15])[C:17]2[CH:22]=[CH:21][CH:20]=[CH:19][CH:18]=2)=[O:14])=[CH:6][CH:7]=1, predict the reactants needed to synthesize it. The reactants are: [OH:1][C:2]1[CH:7]=[CH:6][C:5]([S:8][CH2:9][CH2:10][CH2:11][C:12]([OH:14])=O)=[CH:4][CH:3]=1.[CH3:15][NH:16][C:17]1[CH:22]=[CH:21][CH:20]=[CH:19][CH:18]=1. (3) Given the product [CH2:1]([C:3]1[S:43][C:6]2[N:7]([CH2:24][C:25]3[CH:30]=[CH:29][C:28]([C:31]4[CH:36]=[CH:35][CH:34]=[CH:33][C:32]=4[C:37]4[NH:41][C:40](=[O:42])[O:39][N:38]=4)=[CH:27][CH:26]=3)[C:8](=[O:23])[N:9]([CH2:12][C:13](=[N:45][O:46][CH2:47][C:48]([O:50][CH2:51][CH3:52])=[O:49])[C:15]3[CH:20]=[CH:19][C:18]([O:21][CH3:22])=[CH:17][CH:16]=3)[C:10](=[O:11])[C:5]=2[CH:4]=1)[CH3:2], predict the reactants needed to synthesize it. The reactants are: [CH2:1]([C:3]1[S:43][C:6]2[N:7]([CH2:24][C:25]3[CH:30]=[CH:29][C:28]([C:31]4[CH:36]=[CH:35][CH:34]=[CH:33][C:32]=4[C:37]4[NH:41][C:40](=[O:42])[O:39][N:38]=4)=[CH:27][CH:26]=3)[C:8](=[O:23])[N:9]([CH2:12][C:13]([C:15]3[CH:20]=[CH:19][C:18]([O:21][CH3:22])=[CH:17][CH:16]=3)=O)[C:10](=[O:11])[C:5]=2[CH:4]=1)[CH3:2].Cl.[NH2:45][O:46][CH2:47][C:48]([O:50][CH2:51][CH3:52])=[O:49].N1C=CC=CC=1.Cl. (4) Given the product [C:25]([C:24]1[N:23]=[C:22]([NH:37][C:38]([CH:40]([N:42]([CH3:50])[C:43](=[O:49])[O:44][C:45]([CH3:47])([CH3:48])[CH3:46])[CH3:41])=[O:39])[CH:21]=[CH:20][C:19]=1[C:18]1[N:12]2[CH:13]=[CH:14][C:15]([CH3:17])=[CH:16][C:11]2=[N:10][C:9]=1[C:8]1[C:3]([O:2][CH3:1])=[N:4][CH:5]=[CH:6][CH:7]=1)#[CH:26], predict the reactants needed to synthesize it. The reactants are: [CH3:1][O:2][C:3]1[C:8]([C:9]2[N:10]=[C:11]3[CH:16]=[C:15]([CH3:17])[CH:14]=[CH:13][N:12]3[C:18]=2[C:19]2[CH:20]=[CH:21][C:22]([NH:37][C:38]([CH:40]([N:42]([CH3:50])[C:43](=[O:49])[O:44][C:45]([CH3:48])([CH3:47])[CH3:46])[CH3:41])=[O:39])=[N:23][C:24]=2[C:25]#[C:26][Si](C(C)C)(C(C)C)C(C)C)=[CH:7][CH:6]=[CH:5][N:4]=1.C1COCC1.[F-].C([N+](CCCC)(CCCC)CCCC)CCC. (5) Given the product [CH3:44][O:45][C:47]([CH:34]1[CH2:33][NH:32][C:31]2[CH:38]=[C:27]([CH2:26][C:21]3[CH:20]=[C:19]([C@H:8]4[C@H:9]([OH:15])[C@@H:10]([OH:11])[C@H:5]([OH:4])[C@@H:6]([CH2:39][OH:40])[O:7]4)[CH:24]=[CH:23][C:22]=3[Cl:25])[CH:28]=[CH:29][C:30]=2[O:35]1)=[O:48], predict the reactants needed to synthesize it. The reactants are: C([O:4][C@H:5]1[C@H:10]([O:11]C(=O)C)[C@@H:9]([O:15]C(=O)C)[C@H:8]([C:19]2[CH:24]=[CH:23][C:22]([Cl:25])=[C:21]([CH2:26][C:27]3[CH:28]=[CH:29][C:30]4[O:35][CH:34](C#N)[CH2:33][NH:32][C:31]=4[CH:38]=3)[CH:20]=2)[O:7][C@@H:6]1[CH2:39][O:40]C(=O)C)(=O)C.[CH3:44][O-:45].[Na+].[CH3:47][OH:48].